This data is from Catalyst prediction with 721,799 reactions and 888 catalyst types from USPTO. The task is: Predict which catalyst facilitates the given reaction. (1) Reactant: [CH:1]1([N:4]([CH2:39][C:40]2[CH:45]=[C:44]([CH2:46][CH2:47][CH2:48][O:49][CH3:50])[CH:43]=[C:42]([OH:51])[CH:41]=2)[C:5]([C@@H:7]2[C@@H:12]([C:13]3[CH:18]=[CH:17][C:16]([O:19][CH2:20][CH2:21][O:22][C:23]4[C:28]([Cl:29])=[CH:27][C:26]([CH3:30])=[CH:25][C:24]=4[Cl:31])=[CH:15][CH:14]=3)[CH2:11][CH2:10][N:9]([C:32]([O:34][C:35]([CH3:38])([CH3:37])[CH3:36])=[O:33])[CH2:8]2)=[O:6])[CH2:3][CH2:2]1.C(=O)([O-])[O-].[Cs+].[Cs+].[CH3:58][C:59]1([CH3:62])[CH2:61][O:60]1. Product: [CH:1]1([N:4]([CH2:39][C:40]2[CH:45]=[C:44]([CH2:46][CH2:47][CH2:48][O:49][CH3:50])[CH:43]=[C:42]([O:51][CH2:58][C:59]([OH:60])([CH3:62])[CH3:61])[CH:41]=2)[C:5]([C@@H:7]2[C@@H:12]([C:13]3[CH:14]=[CH:15][C:16]([O:19][CH2:20][CH2:21][O:22][C:23]4[C:28]([Cl:29])=[CH:27][C:26]([CH3:30])=[CH:25][C:24]=4[Cl:31])=[CH:17][CH:18]=3)[CH2:11][CH2:10][N:9]([C:32]([O:34][C:35]([CH3:38])([CH3:37])[CH3:36])=[O:33])[CH2:8]2)=[O:6])[CH2:3][CH2:2]1. The catalyst class is: 215. (2) Reactant: Cl.[F:2][CH2:3][CH2:4][O:5][CH2:6][CH2:7][O:8][CH2:9][CH2:10][O:11][C:12]1[CH:21]=[CH:20][C:19]2[C:14](=[CH:15][CH:16]=[C:17]([C:22]3[CH:27]=[CH:26][C:25]([N+:28]([O-])=O)=[CH:24][CH:23]=3)[CH:18]=2)[CH:13]=1.[OH-].[Na+]. Product: [F:2][CH2:3][CH2:4][O:5][CH2:6][CH2:7][O:8][CH2:9][CH2:10][O:11][C:12]1[CH:13]=[C:14]2[C:19](=[CH:20][CH:21]=1)[CH:18]=[C:17]([C:22]1[CH:27]=[CH:26][C:25]([NH2:28])=[CH:24][CH:23]=1)[CH:16]=[CH:15]2. The catalyst class is: 8. (3) Reactant: Cl.[NH2:2][CH2:3][CH2:4][SH:5].[C:6]([O:10][C:11](O[C:11]([O:10][C:6]([CH3:9])([CH3:8])[CH3:7])=[O:12])=[O:12])([CH3:9])([CH3:8])[CH3:7].[OH-].[Na+]. Product: [C:11]([NH:2][CH2:3][CH2:4][SH:5])([O:10][C:6]([CH3:9])([CH3:8])[CH3:7])=[O:12]. The catalyst class is: 11. (4) Reactant: [Br:1][C:2]1[CH:7]=[CH:6][C:5]([NH:8][CH:9]2[CH2:14][CH2:13][O:12][CH2:11][CH2:10]2)=[C:4]([CH2:15][CH:16](OC)OC)[CH:3]=1. Product: [Br:1][C:2]1[CH:3]=[C:4]2[C:5](=[CH:6][CH:7]=1)[N:8]([CH:9]1[CH2:14][CH2:13][O:12][CH2:11][CH2:10]1)[CH:16]=[CH:15]2. The catalyst class is: 209. (5) Reactant: CO[CH:3](OC)[N:4]([CH3:6])[CH3:5].[C:9]([CH:12]1[C:17](=[O:18])[CH2:16][C:15]([CH3:20])([CH3:19])[CH2:14][C:13]1=[O:21])(=[O:11])[CH3:10]. Product: [CH3:6][N:4]([CH3:5])[CH:3]=[CH:10][C:9](=[C:12]1[C:13](=[O:21])[CH2:14][C:15]([CH3:20])([CH3:19])[CH2:16][C:17]1=[O:18])[OH:11]. The catalyst class is: 310. (6) Reactant: C(OC([N:8]([C:34]1[N:39]=[C:38]([C:40]([F:43])([F:42])[F:41])[CH:37]=[CH:36][N:35]=1)[C:9]1[CH:10]=[C:11]([C:16]2[S:20][C:19]([C:21]3([O:32][CH3:33])[CH2:26][CH2:25][CH:24]([C:27]([O:29][CH2:30][CH3:31])=[O:28])[CH2:23][CH2:22]3)=[N:18][CH:17]=2)[CH:12]=[C:13]([CH3:15])[CH:14]=1)=O)(C)(C)C.FC(F)(F)C(O)=O. The catalyst class is: 46. Product: [CH3:33][O:32][C:21]1([C:19]2[S:20][C:16]([C:11]3[CH:10]=[C:9]([NH:8][C:34]4[N:39]=[C:38]([C:40]([F:43])([F:42])[F:41])[CH:37]=[CH:36][N:35]=4)[CH:14]=[C:13]([CH3:15])[CH:12]=3)=[CH:17][N:18]=2)[CH2:22][CH2:23][CH:24]([C:27]([O:29][CH2:30][CH3:31])=[O:28])[CH2:25][CH2:26]1. (7) Reactant: Br[C:2]1[CH:23]=[CH:22][C:5]2[C:6]3[N:7]([CH:11]=[C:12]([C:14]4[N:18]([CH:19]([CH3:21])[CH3:20])[N:17]=[CH:16][N:15]=4)[N:13]=3)[CH2:8][CH2:9][O:10][C:4]=2[CH:3]=1.[N:24]1[CH:29]=[CH:28][CH:27]=[CH:26][C:25]=1[C:30]([O:32]C)=[O:31].O[C@H]1CN[C@H](C(O)=O)C1.P([O-])([O-])([O-])=O.[K+].[K+].[K+]. Product: [CH:19]([N:18]1[C:14]([C:12]2[N:13]=[C:6]3[N:7]([CH2:8][CH2:9][O:10][C:4]4[CH:3]=[C:2]([N:24]5[CH2:29][CH2:28][CH2:27][CH2:26][CH:25]5[C:30]([OH:32])=[O:31])[CH:23]=[CH:22][C:5]=43)[CH:11]=2)=[N:15][CH:16]=[N:17]1)([CH3:21])[CH3:20]. The catalyst class is: 156.